From a dataset of Full USPTO retrosynthesis dataset with 1.9M reactions from patents (1976-2016). Predict the reactants needed to synthesize the given product. (1) Given the product [Cl:1][C:2]1[CH:11]=[CH:10][C:9]([NH2:8])=[C:4]([C:5]2[NH:6][N:13]=[C:14]([CH3:16])[N:15]=2)[CH:3]=1, predict the reactants needed to synthesize it. The reactants are: [Cl:1][C:2]1[CH:11]=[CH:10][C:9]2[NH:8]C(=O)[N:6]3[N:13]=[C:14]([CH3:16])[N:15]=[C:5]3[C:4]=2[CH:3]=1.BrC1C=CC2NC(=O)N3N=CN=C3C=2C=1. (2) Given the product [Br-:23].[Cl:1][CH:2]([Cl:27])[C:3]([NH:5][CH:6]([CH2:25][F:26])[CH:7]([C:8]1[CH:13]=[CH:12][C:11]([S:14]([CH3:17])(=[O:16])=[O:15])=[CH:10][CH:9]=1)[O:18][C:19]([CH2:20][CH2:21][CH2:22][N+:31]1[CH:32]=[CH:33][N:29]([CH3:28])[CH:30]=1)=[O:24])=[O:4], predict the reactants needed to synthesize it. The reactants are: [Cl:1][CH:2]([Cl:27])[C:3]([NH:5][CH:6]([CH2:25][F:26])[CH:7]([O:18][C:19](=[O:24])[CH2:20][CH2:21][CH2:22][Br:23])[C:8]1[CH:13]=[CH:12][C:11]([S:14]([CH3:17])(=[O:16])=[O:15])=[CH:10][CH:9]=1)=[O:4].[CH3:28][N:29]1[CH:33]=[CH:32][N:31]=[CH:30]1. (3) Given the product [CH:1]([C:4]1[CH:9]=[CH:8][C:7]([S:10]([C:13]2[CH:18]=[CH:17][CH:16]=[CH:15][CH:14]=2)(=[O:12])=[O:11])=[CH:6][C:5]=1[S:19]([NH:24][CH:25]1[CH2:30][CH2:29][N:28]([C:31](=[O:32])[C:33]2[CH:38]=[CH:37][CH:36]=[CH:35][C:34]=2[O:39][CH3:40])[CH2:27][CH2:26]1)(=[O:21])=[O:20])([CH3:3])[CH3:2], predict the reactants needed to synthesize it. The reactants are: [CH:1]([C:4]1[CH:9]=[CH:8][C:7]([S:10]([C:13]2[CH:18]=[CH:17][CH:16]=[CH:15][CH:14]=2)(=[O:12])=[O:11])=[CH:6][C:5]=1[S:19](Cl)(=[O:21])=[O:20])([CH3:3])[CH3:2].Cl.[NH2:24][CH:25]1[CH2:30][CH2:29][N:28]([C:31]([C:33]2[CH:38]=[CH:37][CH:36]=[CH:35][C:34]=2[O:39][CH3:40])=[O:32])[CH2:27][CH2:26]1.C(N(C(C)C)CC)(C)C. (4) Given the product [CH3:19][C:18]1[C:11]([CH2:10][CH2:9][OH:8])=[N:12][O:13][CH:17]=1, predict the reactants needed to synthesize it. The reactants are: [Si]([O:8][CH2:9][CH2:10]/[C:11](/Cl)=[N:12]/[OH:13])(C(C)(C)C)(C)C.N#N.[CH:17]#[C:18][CH3:19].C(N(CC)CC)C. (5) Given the product [Cl:24][C:16]1[N:15]=[C:14]2[CH:13]=[CH:12][N:11]([S:8]([C:5]3[CH:6]=[CH:7][C:2]([CH3:1])=[CH:3][CH:4]=3)(=[O:10])=[O:9])[C:19]2=[CH:18][CH:17]=1, predict the reactants needed to synthesize it. The reactants are: [CH3:1][C:2]1[CH:7]=[CH:6][C:5]([S:8]([N:11]2[C:19]3[C:14](=[N+:15]([O-])[CH:16]=[CH:17][CH:18]=3)[CH:13]=[CH:12]2)(=[O:10])=[O:9])=[CH:4][CH:3]=1.C(=O)(OC(Cl)(Cl)Cl)OC(Cl)(Cl)[Cl:24].C(NC(C)C)(C)C.CCOC(C)=O. (6) Given the product [CH2:18]([O:9][C:3]1[CH:4]=[CH:5][C:6]([CH3:8])=[CH:7][C:2]=1[Cl:1])[CH:17]=[CH2:16], predict the reactants needed to synthesize it. The reactants are: [Cl:1][C:2]1[CH:7]=[C:6]([CH3:8])[CH:5]=[CH:4][C:3]=1[OH:9].C([O-])([O-])=O.[K+].[K+].[CH2:16](Br)[CH:17]=[CH2:18].O.